Dataset: Peptide-MHC class II binding affinity with 134,281 pairs from IEDB. Task: Regression. Given a peptide amino acid sequence and an MHC pseudo amino acid sequence, predict their binding affinity value. This is MHC class II binding data. (1) The binding affinity (normalized) is 0.398. The peptide sequence is PKKYFAATQFEPLAA. The MHC is HLA-DQA10101-DQB10501 with pseudo-sequence HLA-DQA10101-DQB10501. (2) The peptide sequence is IGSFFYFPSIGMQRT. The MHC is HLA-DPA10201-DPB10101 with pseudo-sequence HLA-DPA10201-DPB10101. The binding affinity (normalized) is 0.260.